Dataset: Catalyst prediction with 721,799 reactions and 888 catalyst types from USPTO. Task: Predict which catalyst facilitates the given reaction. (1) Reactant: Cl.Cl.[CH2:3]([CH:5]1[CH2:10][NH:9][CH2:8][CH2:7][NH:6]1)[CH3:4].C(N(CC)CC)C.[C:18]([O:22][C:23](O[C:23]([O:22][C:18]([CH3:21])([CH3:20])[CH3:19])=[O:24])=[O:24])([CH3:21])([CH3:20])[CH3:19]. Product: [C:18]([O:22][C:23]([N:9]1[CH2:8][CH2:7][NH:6][CH:5]([CH2:3][CH3:4])[CH2:10]1)=[O:24])([CH3:21])([CH3:20])[CH3:19]. The catalyst class is: 2. (2) Reactant: [CH2:1]1[C:10]2[C:5](=[CH:6][CH:7]=[CH:8][CH:9]=2)[CH2:4][CH2:3][N:2]1[C:11]1[N:12]=[C:13]([C:22](O)=[O:23])[CH:14]=[C:15]2[C:19]([CH3:20])=[C:18]([CH3:21])[NH:17][C:16]=12.O.O[N:27]1[C:31]2C=[CH:33][CH:34]=[CH:35][C:30]=2N=N1.Cl.CN(C)CCCN=C=NCC.C(N(C(C)C)CC)(C)C.N1CCCCC1. Product: [CH2:1]1[C:10]2[C:5](=[CH:6][CH:7]=[CH:8][CH:9]=2)[CH2:4][CH2:3][N:2]1[C:11]1[N:12]=[C:13]([C:22]([N:27]2[CH2:33][CH2:34][CH2:35][CH2:30][CH2:31]2)=[O:23])[CH:14]=[C:15]2[C:19]([CH3:20])=[C:18]([CH3:21])[NH:17][C:16]=12. The catalyst class is: 4.